This data is from Full USPTO retrosynthesis dataset with 1.9M reactions from patents (1976-2016). The task is: Predict the reactants needed to synthesize the given product. Given the product [C:20]1([C:26]2[CH:27]=[CH:28][C:29]([CH2:30][O:17][C:16]([C@@H:11]3[CH2:12][S:13][CH2:14][CH2:15][N:10]3[S:7]([C:4]3[CH:3]=[CH:2][C:1]([CH3:19])=[CH:6][CH:5]=3)(=[O:9])=[O:8])=[O:18])=[CH:32][CH:33]=2)[CH:21]=[CH:22][CH:23]=[CH:24][CH:25]=1, predict the reactants needed to synthesize it. The reactants are: [C:1]1([CH3:19])[CH:6]=[CH:5][C:4]([S:7]([N:10]2[CH2:15][CH2:14][S:13][CH2:12][C@H:11]2[C:16]([OH:18])=[O:17])(=[O:9])=[O:8])=[CH:3][CH:2]=1.[C:20]1([C:26]2[CH:33]=[CH:32][C:29]([CH2:30]O)=[CH:28][CH:27]=2)[CH:25]=[CH:24][CH:23]=[CH:22][CH:21]=1.C1CCC(N=C=NC2CCCCC2)CC1.